From a dataset of Reaction yield outcomes from USPTO patents with 853,638 reactions. Predict the reaction yield, written as a fraction of the theoretical maximum amount of product (1.0 means a 100% yield; for example, 0.34 means a 34% yield). (1) The reactants are C([O:4][C@H:5]1[CH2:27][CH2:26][C@@:25]2([CH3:28])[C:7]([CH2:8][CH2:9][C@@H:10]3[C@@H:24]2[CH2:23][CH2:22][C@@:21]2([CH3:29])[C@H:11]3[CH2:12][CH2:13][C@@H:14]2[CH:15]([O:17][C:18](=[O:20])[CH3:19])[CH3:16])=[CH:6]1)(=O)C.[OH-].[K+]. The catalyst is C1COCC1.CO. The product is [C:18]([O:17][CH:15]([C@@H:14]1[C@:21]2([CH3:29])[C@H:11]([C@H:10]3[C@H:24]([CH2:23][CH2:22]2)[C@:25]2([CH3:28])[C:7](=[CH:6][C@@H:5]([OH:4])[CH2:27][CH2:26]2)[CH2:8][CH2:9]3)[CH2:12][CH2:13]1)[CH3:16])(=[O:20])[CH3:19]. The yield is 0.790. (2) The reactants are [Cl:1][CH2:2][CH2:3][CH2:4][C:5]([C:7]1[CH:12]=[CH:11][C:10]([CH:13]([CH3:15])[CH3:14])=[CH:9][CH:8]=1)=[O:6].[Br:16]([O-])(=O)=O.[Na+].[Br-].[Na+]. The catalyst is C(Cl)Cl.O.S(S([O-])(=O)=O)([O-])(=O)=O.[Na+].[Na+]. The product is [Br:16][C:13]([C:10]1[CH:9]=[CH:8][C:7]([C:5](=[O:6])[CH2:4][CH2:3][CH2:2][Cl:1])=[CH:12][CH:11]=1)([CH3:15])[CH3:14]. The yield is 0.990. (3) The reactants are [F:1][C:2]1[CH:3]=[CH:4][C:5]([CH3:36])=[C:6]([CH:35]=1)[O:7][CH2:8][C:9]1[C:10]([C:23]2[CH:28]=[C:27]([C:29](OC)=[O:30])[CH:26]=[CH:25][C:24]=2[O:33][CH3:34])=[CH:11][CH:12]=[C:13]2[C:18]=1[N:17]([CH3:19])[C:16](=[O:20])[C:15]([CH3:22])([CH3:21])[NH:14]2.[H-].[Al+3].[Li+].[H-].[H-].[H-].C(OCC)(=O)C.O. The catalyst is O1CCCC1. The product is [F:1][C:2]1[CH:3]=[CH:4][C:5]([CH3:36])=[C:6]([CH:35]=1)[O:7][CH2:8][C:9]1[C:10]([C:23]2[CH:28]=[C:27]([CH2:29][OH:30])[CH:26]=[CH:25][C:24]=2[O:33][CH3:34])=[CH:11][CH:12]=[C:13]2[C:18]=1[N:17]([CH3:19])[C:16](=[O:20])[C:15]([CH3:22])([CH3:21])[NH:14]2. The yield is 0.470. (4) The reactants are [H-].[Na+].F[C:4]1[C:5](/[C:17](/[C:20]2[CH:25]=[CH:24][C:23]([F:26])=[CH:22][CH:21]=2)=[N:18]\[OH:19])=[N:6][CH:7]=[CH:8][C:9]=1[C:10]1[C:11]([OH:16])=[N:12][CH:13]=[N:14][CH:15]=1. The catalyst is C1COCC1.CN(C=O)C.C(Cl)Cl. The product is [F:26][C:23]1[CH:24]=[CH:25][C:20]([C:17]2[C:5]3=[N:6][CH:7]=[CH:8][C:9]([C:10]4[C:11]([OH:16])=[N:12][CH:13]=[N:14][CH:15]=4)=[C:4]3[O:19][N:18]=2)=[CH:21][CH:22]=1. The yield is 0.490. (5) The reactants are [CH2:1]([O:8][C:9]1[CH:10]=[C:11](Br)[C:12]2[S:16][C:15]([NH:17][C:18]([NH:20][CH2:21][CH3:22])=[O:19])=[N:14][C:13]=2[CH:23]=1)[C:2]1[CH:7]=[CH:6][CH:5]=[CH:4][CH:3]=1.C([Sn](CCCC)(CCCC)[C:30]1[CH:35]=[CH:34][CH:33]=[CH:32][N:31]=1)CCC. The catalyst is CN(C=O)C.C1C=CC([P]([Pd]([P](C2C=CC=CC=2)(C2C=CC=CC=2)C2C=CC=CC=2)([P](C2C=CC=CC=2)(C2C=CC=CC=2)C2C=CC=CC=2)[P](C2C=CC=CC=2)(C2C=CC=CC=2)C2C=CC=CC=2)(C2C=CC=CC=2)C2C=CC=CC=2)=CC=1. The product is [CH2:1]([O:8][C:9]1[CH:10]=[C:11]([C:30]2[CH:35]=[CH:34][CH:33]=[CH:32][N:31]=2)[C:12]2[S:16][C:15]([NH:17][C:18]([NH:20][CH2:21][CH3:22])=[O:19])=[N:14][C:13]=2[CH:23]=1)[C:2]1[CH:7]=[CH:6][CH:5]=[CH:4][CH:3]=1. The yield is 0.700.